Dataset: CYP2C19 inhibition data for predicting drug metabolism from PubChem BioAssay. Task: Regression/Classification. Given a drug SMILES string, predict its absorption, distribution, metabolism, or excretion properties. Task type varies by dataset: regression for continuous measurements (e.g., permeability, clearance, half-life) or binary classification for categorical outcomes (e.g., BBB penetration, CYP inhibition). Dataset: cyp2c19_veith. (1) The result is 1 (inhibitor). The drug is Cc1ccc2nc(SCc3nnc(-c4ccccc4[N+](=O)[O-])o3)c(C#N)cc2c1. (2) The drug is O=C(NCc1n[nH]c(=S)n1-c1cccc(Cl)c1)c1ccc(S(=O)(=O)N2CCCC2)cc1. The result is 0 (non-inhibitor). (3) The drug is FC(F)(F)c1ccccc1-c1cncnc1Nc1ccccc1. The result is 1 (inhibitor). (4) The molecule is COCc1nnc(NC(=O)CSc2ccc(C)cc2)s1. The result is 1 (inhibitor). (5) The compound is CSc1ccccc1N1CCN(C(=O)Nc2ccc3c(c2)NC(=O)CO3)CC1. The result is 1 (inhibitor). (6) The molecule is CCn1cc(C(=O)NCC2CCCO2)c(=O)c2cc(F)c(N3CCN(C)CC3)cc21. The result is 0 (non-inhibitor).